This data is from Full USPTO retrosynthesis dataset with 1.9M reactions from patents (1976-2016). The task is: Predict the reactants needed to synthesize the given product. (1) Given the product [C:19]1([CH3:23])[CH:20]=[CH:21][CH:22]=[C:17]([CH2:16][CH2:15][O:12][C:11]([C:4]2[CH:3]=[C:2]([O:1][CH2:15][CH2:16][C:17]3[CH:18]=[C:19]([CH3:23])[CH:20]=[CH:21][CH:22]=3)[C:7]3[O:8][CH2:9][O:10][C:6]=3[CH:5]=2)=[O:13])[CH:18]=1, predict the reactants needed to synthesize it. The reactants are: [OH:1][C:2]1[C:7]2[O:8][CH2:9][O:10][C:6]=2[CH:5]=[C:4]([C:11]([OH:13])=[O:12])[CH:3]=1.Br[CH2:15][CH2:16][C:17]1[CH:22]=[CH:21][CH:20]=[C:19]([CH3:23])[CH:18]=1.C(=O)([O-])[O-].[K+].[K+]. (2) Given the product [CH2:25]([C:20]1[CH:21]=[N:22][CH:23]=[CH:24][C:19]=1[C:17]1[CH:16]=[N:12][C:8]2[CH:7]=[C:5]3[O:6][C:2]([F:1])([F:13])[O:3][C:4]3=[CH:10][C:9]=2[N:11]=1)[CH3:26], predict the reactants needed to synthesize it. The reactants are: [F:1][C:2]1([F:13])[O:6][C:5]2[CH:7]=[C:8]([NH2:12])[C:9]([NH2:11])=[CH:10][C:4]=2[O:3]1.[Br-].Br[CH2:16][C:17]([C:19]1[CH:24]=[CH:23][NH+:22]=[CH:21][C:20]=1[CH2:25][CH3:26])=O.N. (3) Given the product [Cl:6][C:7]1[C:8]2[S:15][C:14]([CH2:16][OH:17])=[CH:13][C:9]=2[N:10]=[CH:11][N:12]=1, predict the reactants needed to synthesize it. The reactants are: [BH4-].[Na+].C(O)C.[Cl:6][C:7]1[C:8]2[S:15][C:14]([CH:16]=[O:17])=[CH:13][C:9]=2[N:10]=[CH:11][N:12]=1. (4) Given the product [C:23]([C:3]1[N:4]=[CH:5][C:6]([NH:8][C@@H:9]2[CH2:14][CH2:13][CH2:12][CH2:11][C@@H:10]2[NH:15][C:16](=[O:22])[O:17][C:18]([CH3:21])([CH3:20])[CH3:19])=[N:7][C:2]=1[NH:34][C:33]1[CH:35]=[CH:36][CH:37]=[C:31]([C:26]2[N:25]=[CH:30][CH:29]=[CH:28][N:27]=2)[CH:32]=1)#[N:24], predict the reactants needed to synthesize it. The reactants are: Cl[C:2]1[N:7]=[C:6]([NH:8][C@@H:9]2[CH2:14][CH2:13][CH2:12][CH2:11][C@@H:10]2[NH:15][C:16](=[O:22])[O:17][C:18]([CH3:21])([CH3:20])[CH3:19])[CH:5]=[N:4][C:3]=1[C:23]#[N:24].[N:25]1[CH:30]=[CH:29][CH:28]=[N:27][C:26]=1[C:31]1[CH:32]=[C:33]([CH:35]=[CH:36][CH:37]=1)[NH2:34].C([O-])([O-])=O.[K+].[K+].C1C=CC(P(C2C(C3C(P(C4C=CC=CC=4)C4C=CC=CC=4)=CC=C4C=3C=CC=C4)=C3C(C=CC=C3)=CC=2)C2C=CC=CC=2)=CC=1. (5) Given the product [C:1]([N:4]1[CH2:11][C:10]2[CH:12]=[CH:13][C:14]([S:16]([CH2:17][CH2:18][CH2:19][CH3:20])=[O:33])=[CH:15][C:9]=2[CH:8]=[CH:7][C:6]2[CH:21]=[CH:22][CH:23]=[CH:24][C:5]1=2)(=[O:3])[CH3:2], predict the reactants needed to synthesize it. The reactants are: [C:1]([N:4]1[CH2:11][C:10]2[CH:12]=[CH:13][C:14]([S:16][CH2:17][CH2:18][CH2:19][CH3:20])=[CH:15][C:9]=2[CH:8]=[CH:7][C:6]2[CH:21]=[CH:22][CH:23]=[CH:24][C:5]1=2)(=[O:3])[CH3:2].C1C=C(Cl)C=C(C(OO)=[O:33])C=1.